Dataset: Reaction yield outcomes from USPTO patents with 853,638 reactions. Task: Predict the reaction yield, written as a fraction of the theoretical maximum amount of product (1.0 means a 100% yield; for example, 0.34 means a 34% yield). The reactants are [CH3:1][C:2]1[CH:12]=[CH:11][C:5]2[NH:6][C:7](=[O:10])[CH2:8][O:9][C:4]=2[CH:3]=1.C([O-])([O-])=O.[Cs+].[Cs+].Br[CH:20]([CH3:26])[C:21]([O:23][CH2:24][CH3:25])=[O:22]. The catalyst is CN(C=O)C. The product is [CH2:24]([O:23][C:21](=[O:22])[CH:20]([N:6]1[C:5]2[CH:11]=[CH:12][C:2]([CH3:1])=[CH:3][C:4]=2[O:9][CH2:8][C:7]1=[O:10])[CH3:26])[CH3:25]. The yield is 0.980.